From a dataset of Full USPTO retrosynthesis dataset with 1.9M reactions from patents (1976-2016). Predict the reactants needed to synthesize the given product. The reactants are: [Br:1]Br.[C:3]([C:6]1[CH:11]=[CH:10][N:9]=[CH:8][CH:7]=1)(=[O:5])[CH3:4]. Given the product [BrH:1].[Br:1][CH2:4][C:3]([C:6]1[CH:11]=[CH:10][N:9]=[CH:8][CH:7]=1)=[O:5], predict the reactants needed to synthesize it.